This data is from Experimentally validated miRNA-target interactions with 360,000+ pairs, plus equal number of negative samples. The task is: Binary Classification. Given a miRNA mature sequence and a target amino acid sequence, predict their likelihood of interaction. (1) The miRNA is hsa-miR-1225-5p with sequence GUGGGUACGGCCCAGUGGGGGG. The protein sequence of the target gene is MNYVGQLAGQVFVTVKELYKGLNPATLSGCIDIIVIRQPNGNLQCSPFHVRFGKMGVLRSREKVVDIEINGESVDLHMKLGDNGEAFFVQETDNDQEVIPMHLATSPILSEGASRMECQLKRGSVDRMRGLDPSTPAQVIAPSETPSSSSVVKKRRKRRRKSQLDSLKRDDNMNTSEDEDMFPIEMSSDEAMELLESSRTLPNDIPPFQDDIPEENLSLAVIYPQSASYPNSDREWSPTPSPSGSRPSTPKSDSELVSKSTERTGQKNPEMLWLWGELPQAAKSSSPHKMKESSPLSSRK.... Result: 0 (no interaction). (2) The miRNA is mmu-miR-693-5p with sequence CAGCCACAUCCGAAAGUUUUC. The protein sequence of the target gene is MTTSLQDGQSAAGRAGAQDSPLAVQVCRVAQGKGDAQDPAQVPGLHALSPASDATLRGAIDRRKMKDLDVLEKPPIPNPFPELCCSPLTSVLSAGLFPRANSRKKQVIKVYSEDETSRALEVPSDITARDVCQLLILKNHYVDDNSWTLFEHLSHIGLERTVEDHELPTEVLSHWGVEEDNKLYLRKNYAKYEFFKNPMYFFPEHMVSFAAEMNGDRSPTQILQVFLSSSTYPEIHGFLHAKEQGKKSWKKAYFFLRRSGLYFSTKGTSKEPRHLQLFSEFSTSHVYMSLAGKKKHGAPT.... Result: 0 (no interaction). (3) The miRNA is hsa-miR-6752-5p with sequence GGGGGGUGUGGAGCCAGGGGGC. The protein sequence of the target gene is MWLYLAVFVGLYYLLHWYRERQVLSHLRDKYVFITGCDSGFGKLLARQLDARGLRVLAACLTEKGAEQLRGQTSDRLETVTLDVTKTESVAAAAQWVKECVRDKGLWGLVNNAGISLPTAPNELLTKQDFVTILDVNLLGVIDVTLSLLPLVRRARGRVVNVSSVMGRVSLFGGGYCISKYGVEAFSDSLRRELSYFGVKVAMIEPGYFKTAVTSKERFLKSFLEIWDRSSPEVKEAYGEKFVADYKKSAEQMEQKCTQDLSLVTNCMEHALIACHPRTRYSAGWDAKLLYLPMSYMPTF.... Result: 0 (no interaction). (4) The miRNA is ath-miR173-5p with sequence UUCGCUUGCAGAGAGAAAUCAC. The protein sequence of the target gene is MAEGTAEAPLENGGGGDSGAGALERGVAPIKRQYLTTKEQFHQFLEAKGQEKTCRETEVGDPAGNELAEPEAKRIRLEDGQTADGQTEEAAEPGEQLQTQKRARGQNKGRPHVKPTNYDKNRLCPSLIQESAAKCFFGDRCRFLHDVGRYLETKPADLGPRCVLFETFGRCPYGVTCRFAGAHLRPEGQNLVQEELAARGTQPPSIRNGLDKALQQQLRKREVRFERAEQALRRFSQGPTPAAAVPEGTAAEGAPRQENCGAQQVPAGPGTSTPPSSPVRTCGPLTDEDVVRLRPCEKKR.... Result: 0 (no interaction).